Predict the reaction yield, written as a fraction of the theoretical maximum amount of product (1.0 means a 100% yield; for example, 0.34 means a 34% yield). From a dataset of Reaction yield outcomes from USPTO patents with 853,638 reactions. The yield is 0.370. The catalyst is C1C=CC(P(C2C=CC=CC=2)[C-]2C=CC=C2)=CC=1.C1C=CC(P(C2C=CC=CC=2)[C-]2C=CC=C2)=CC=1.Cl[Pd]Cl.[Fe+2].O1CCOCC1. The product is [N:12]1([S:9]([C:4]2[C:5]([NH2:8])=[N:6][CH:7]=[C:2]([C:31]3[CH:32]=[C:33]4[C:28](=[CH:29][CH:30]=3)[N:27]=[CH:26][CH:25]=[C:24]4[C:21]3[CH:22]=[CH:23][N:18]=[CH:19][CH:20]=3)[CH:3]=2)(=[O:11])=[O:10])[CH2:17][CH2:16][O:15][CH2:14][CH2:13]1. The reactants are Br[C:2]1[CH:3]=[C:4]([S:9]([N:12]2[CH2:17][CH2:16][O:15][CH2:14][CH2:13]2)(=[O:11])=[O:10])[C:5]([NH2:8])=[N:6][CH:7]=1.[N:18]1[CH:23]=[CH:22][C:21]([C:24]2[C:33]3[C:28](=[CH:29][CH:30]=[C:31](B4OC(C)(C)C(C)(C)O4)[CH:32]=3)[N:27]=[CH:26][CH:25]=2)=[CH:20][CH:19]=1.ClCCl.C([O-])([O-])=O.[K+].[K+].